From a dataset of Full USPTO retrosynthesis dataset with 1.9M reactions from patents (1976-2016). Predict the reactants needed to synthesize the given product. Given the product [Cl:1][C:2]1[N:3]=[CH:4][C:5]([CH2:8][N:13]2[CH2:14][CH2:15][C@@H:11]([OH:10])[CH2:12]2)=[CH:6][CH:7]=1, predict the reactants needed to synthesize it. The reactants are: [Cl:1][C:2]1[CH:7]=[CH:6][C:5]([CH2:8]Cl)=[CH:4][N:3]=1.[OH:10][C@@H:11]1[CH2:15][CH2:14][NH:13][CH2:12]1.C(=O)([O-])[O-].[K+].[K+].